Dataset: Catalyst prediction with 721,799 reactions and 888 catalyst types from USPTO. Task: Predict which catalyst facilitates the given reaction. (1) Reactant: [C:1]([O:4][CH:5]1[CH2:9][CH2:8][C:7](C(OC(=O)C)C)([C:10]([NH:12][CH2:13][C:14]2[CH:19]=[C:18]([C:20]([F:23])([F:22])[F:21])[CH:17]=[CH:16][C:15]=2O)=[O:11])[CH2:6]1)(=[O:3])[CH3:2].[CH2:31]=[O:32].S(O)(C1C=CC(C)=CC=1)(=O)=O.O. Product: [C:1]([O:4][CH:5]1[CH2:9][CH2:8][CH:7]([C:10]([N:12]2[CH2:13][C:14]3[CH:19]=[C:18]([C:20]([F:23])([F:22])[F:21])[CH:17]=[CH:16][C:15]=3[O:32][CH2:31]2)=[O:11])[CH2:6]1)(=[O:3])[CH3:2]. The catalyst class is: 11. (2) Reactant: C(OC(=O)[NH:7][CH:8]1[CH2:13][CH2:12][CH:11]([CH2:14][NH:15][C:16]2[C:21]([N+:22]([O-:24])=[O:23])=[CH:20][N:19]=[C:18]([NH:25][CH2:26][C:27](=[O:33])[N:28]3[CH2:32][CH2:31][CH2:30][CH2:29]3)[N:17]=2)[CH2:10][CH2:9]1)(C)(C)C.C(O)(C(F)(F)F)=O.C([O-])(O)=O.[Na+]. Product: [NH2:7][C@H:8]1[CH2:9][CH2:10][C@H:11]([CH2:14][NH:15][C:16]2[C:21]([N+:22]([O-:24])=[O:23])=[CH:20][N:19]=[C:18]([NH:25][CH2:26][C:27](=[O:33])[N:28]3[CH2:32][CH2:31][CH2:30][CH2:29]3)[N:17]=2)[CH2:12][CH2:13]1. The catalyst class is: 2. (3) Reactant: [Si]([O:8][CH2:9][C:10]1[C:18]2[O:17][N:16]=[C:15]([CH2:19][CH2:20][CH:21]3[CH2:26][CH2:25][N:24]([C:27]([O:29][C:30]([CH3:33])([CH3:32])[CH3:31])=[O:28])[CH2:23][CH2:22]3)[C:14]=2[CH:13]=[CH:12][C:11]=1[CH2:34][O:35][C:36]1[CH:41]=[CH:40][C:39]([C:42]#[N:43])=[CH:38][CH:37]=1)(C(C)(C)C)(C)C.[F-].C([N+](CCCC)(CCCC)CCCC)CCC.[Cl-].[NH4+]. Product: [C:42]([C:39]1[CH:40]=[CH:41][C:36]([O:35][CH2:34][C:11]2[CH:12]=[CH:13][C:14]3[C:15]([CH2:19][CH2:20][CH:21]4[CH2:26][CH2:25][N:24]([C:27]([O:29][C:30]([CH3:31])([CH3:32])[CH3:33])=[O:28])[CH2:23][CH2:22]4)=[N:16][O:17][C:18]=3[C:10]=2[CH2:9][OH:8])=[CH:37][CH:38]=1)#[N:43]. The catalyst class is: 7. (4) Reactant: [Br:1][C:2]1[C:3]([CH3:10])=[CH:4][C:5]([OH:9])=[N:6][C:7]=1[CH3:8].C(=O)([O-])[O-].[K+].[K+].I[CH:18]([CH3:20])[CH3:19]. Product: [Br:1][C:2]1[C:7]([CH3:8])=[N:6][C:5]([O:9][CH:18]([CH3:20])[CH3:19])=[CH:4][C:3]=1[CH3:10]. The catalyst class is: 57. (5) Reactant: [CH3:1][C:2]1[C:11]2[C:6](=[CH:7][CH:8]=[CH:9][CH:10]=2)[N:5]([C:12]2[CH:17]=[CH:16][CH:15]=[CH:14][CH:13]=2)[C:4](=[S:18])[CH:3]=1.[Br-:19].[Br:20][CH2:21][CH2:22][CH2:23][CH2:24][N+:25]([CH3:35])([CH3:34])[CH2:26][CH2:27][CH2:28][C:29]([O:31][CH2:32][CH3:33])=[O:30]. Product: [Br-:20].[Br-:19].[CH3:35][N+:25]([CH3:34])([CH2:26][CH2:27][CH2:28][C:29]([O:31][CH2:32][CH3:33])=[O:30])[CH2:24][CH2:23][CH2:22][CH2:21][S:18][C:4]1[CH:3]=[C:2]([CH3:1])[C:11]2[C:6](=[CH:7][CH:8]=[CH:9][CH:10]=2)[N+:5]=1[C:12]1[CH:17]=[CH:16][CH:15]=[CH:14][CH:13]=1. The catalyst class is: 13. (6) Reactant: [Br:1][C:2]1[CH:3]=[C:4]([CH:6]=[CH:7][CH:8]=1)[NH2:5].[C:9]([CH:12]([C:18]([O:20][CH2:21][CH3:22])=[O:19])[C:13]([O:15][CH2:16][CH3:17])=[O:14])(=O)[CH3:10]. Product: [Br:1][C:2]1[CH:3]=[C:4]([NH:5][C:9](=[C:12]([C:18]([O:20][CH2:21][CH3:22])=[O:19])[C:13]([O:15][CH2:16][CH3:17])=[O:14])[CH3:10])[CH:6]=[CH:7][CH:8]=1. The catalyst class is: 8. (7) Reactant: Br[C:2]1[C:3]([N:21]2[CH2:26][CH2:25][C:24]([CH3:28])([CH3:27])[CH2:23][CH2:22]2)=[C:4]([C@H:10]([O:16][C:17]([CH3:20])([CH3:19])[CH3:18])[C:11]([O:13][CH2:14][CH3:15])=[O:12])[C:5]([CH3:9])=[N:6][C:7]=1[CH3:8].[CH3:29][O:30][C:31]1[CH:47]=[CH:46][CH:45]=[CH:44][C:32]=1[CH2:33][O:34][C:35]1[CH:40]=[CH:39][C:38](B(O)O)=[CH:37][CH:36]=1.C([O-])([O-])=O.[Na+].[Na+]. Product: [C:17]([O:16][C@@H:10]([C:4]1[C:5]([CH3:9])=[N:6][C:7]([CH3:8])=[C:2]([C:38]2[CH:37]=[CH:36][C:35]([O:34][CH2:33][C:32]3[CH:44]=[CH:45][CH:46]=[CH:47][C:31]=3[O:30][CH3:29])=[CH:40][CH:39]=2)[C:3]=1[N:21]1[CH2:26][CH2:25][C:24]([CH3:28])([CH3:27])[CH2:23][CH2:22]1)[C:11]([O:13][CH2:14][CH3:15])=[O:12])([CH3:20])([CH3:19])[CH3:18]. The catalyst class is: 128.